This data is from Full USPTO retrosynthesis dataset with 1.9M reactions from patents (1976-2016). The task is: Predict the reactants needed to synthesize the given product. (1) Given the product [CH:1]1([C:4]2[NH:8][C:7]3[CH:9]=[C:10]([C:27]4[C:28]([CH3:33])=[N:29][O:30][C:31]=4[CH3:32])[CH:11]=[C:12]([C:13]([OH:26])([C:20]4[CH:25]=[CH:24][CH:23]=[CH:22][N:21]=4)[CH:14]4[CH2:18][CH2:17][CH2:16][CH:15]4[OH:19])[C:6]=3[N:5]=2)[CH2:3][CH2:2]1, predict the reactants needed to synthesize it. The reactants are: [CH:1]1([C:4]2[NH:8][C:7]3[CH:9]=[C:10]([C:27]4[C:28]([CH3:33])=[N:29][O:30][C:31]=4[CH3:32])[CH:11]=[C:12]([C:13]([OH:26])([C:20]4[CH:25]=[CH:24][CH:23]=[CH:22][N:21]=4)[CH:14]4[CH2:18][CH2:17][CH2:16][C:15]4=[O:19])[C:6]=3[N:5]=2)[CH2:3][CH2:2]1.[BH4-].[Na+]. (2) Given the product [OH:18][CH2:17][CH2:16][CH2:15][CH2:14][CH2:13][CH2:12][O:1][C:2]1[CH:10]=[CH:9][C:5]([C:6]([OH:8])=[O:7])=[CH:4][CH:3]=1, predict the reactants needed to synthesize it. The reactants are: [OH:1][C:2]1[CH:10]=[CH:9][C:5]([C:6]([OH:8])=[O:7])=[CH:4][CH:3]=1.Cl[CH2:12][CH2:13][CH2:14][CH2:15][CH2:16][CH2:17][OH:18]. (3) Given the product [NH2:8][CH2:9][C:10]1[CH:25]=[CH:24][C:13]([O:14][C@@H:15]([CH:21]([CH3:22])[CH3:23])[C:16]([O:18][CH2:19][CH3:20])=[O:17])=[CH:12][CH:11]=1, predict the reactants needed to synthesize it. The reactants are: C(OC([NH:8][CH2:9][C:10]1[CH:25]=[CH:24][C:13]([O:14][C@@H:15]([CH:21]([CH3:23])[CH3:22])[C:16]([O:18][CH2:19][CH3:20])=[O:17])=[CH:12][CH:11]=1)=O)(C)(C)C.Cl.O1CCOCC1. (4) Given the product [CH3:25][N:26]([CH3:55])[C:27]([C:29]1[CH:34]=[C:33]([O:12][C:11](=[O:13])[CH2:10][CH2:9][O:8][CH2:7][C:6]([C:20](=[O:24])[NH:21][CH2:22][CH3:23])([C:4](=[O:5])[NH:3][CH2:1][CH3:2])[C:14]2[CH:19]=[CH:18][CH:17]=[CH:16][CH:15]=2)[CH:32]=[CH:31][C:30]=1[NH:36][C:37]([C:39]1[C:40]([C:45]2[CH:46]=[CH:47][C:48]([C:51]([F:52])([F:53])[F:54])=[CH:49][CH:50]=2)=[CH:41][CH:42]=[CH:43][CH:44]=1)=[O:38])=[O:28], predict the reactants needed to synthesize it. The reactants are: [CH2:1]([NH:3][C:4]([C:6]([C:20](=[O:24])[NH:21][CH2:22][CH3:23])([C:14]1[CH:19]=[CH:18][CH:17]=[CH:16][CH:15]=1)[CH2:7][O:8][CH2:9][CH2:10][C:11]([OH:13])=[O:12])=[O:5])[CH3:2].[CH3:25][N:26]([CH3:55])[C:27]([C:29]1[CH:34]=[C:33](O)[CH:32]=[CH:31][C:30]=1[NH:36][C:37]([C:39]1[C:40]([C:45]2[CH:50]=[CH:49][C:48]([C:51]([F:54])([F:53])[F:52])=[CH:47][CH:46]=2)=[CH:41][CH:42]=[CH:43][CH:44]=1)=[O:38])=[O:28].CCN=C=NCCCN(C)C. (5) Given the product [CH3:1][O:2][C:3](=[O:15])[CH2:4][C:5]1[C:13]2[C:8](=[N:9][CH:10]=[CH:11][CH:12]=2)[NH:7][CH:6]=1, predict the reactants needed to synthesize it. The reactants are: [CH3:1][O:2][C:3](=[O:15])[C:4](=O)[C:5]1[C:13]2[C:8](=[N:9][CH:10]=[CH:11][CH:12]=2)[NH:7][CH:6]=1.[OH-].[K+]. (6) Given the product [CH:1]1([N:6]2[C:10]([O:11][CH2:24][C:25]3[N:29]([C:30]4[CH:31]=[CH:32][CH:33]=[CH:34][CH:35]=4)[N:28]=[C:27]([CH3:36])[CH:26]=3)=[CH:9][C:8]([CH3:12])=[N:7]2)[CH2:2][CH2:3][CH2:4][CH2:5]1, predict the reactants needed to synthesize it. The reactants are: [CH:1]1([N:6]2[C:10](=[O:11])[CH2:9][C:8]([CH3:12])=[N:7]2)[CH2:5][CH2:4][CH2:3][CH2:2]1.C(=O)([O-])[O-].[K+].[K+].CS(O[CH2:24][C:25]1[N:29]([C:30]2[CH:35]=[CH:34][CH:33]=[CH:32][CH:31]=2)[N:28]=[C:27]([CH3:36])[CH:26]=1)(=O)=O.CC1C=C(CO)N(C2C=CC=CC=2)N=1. (7) The reactants are: CC1O[C:25]([C:22]2[CH:23]=[CH:24][CH:19]=[CH:20][CH:21]=2)=NC=1CCOS([C:19]1[CH:24]=[CH:23][C:22]([CH3:25])=[CH:21][CH:20]=1)(=O)=O.[C-:26]#[N:27].[K+]. Given the product [CH3:25][CH2:22][CH2:21][CH2:20][CH2:21][CH2:20][CH2:19][CH2:24][CH2:23][CH2:22][CH2:25][C:26]#[N:27], predict the reactants needed to synthesize it. (8) Given the product [CH3:1][O:2][C:3]1[C:4](=[O:24])[C:5]([CH3:23])=[C:6]([CH2:12][C:13]2[CH:14]=[C:15]([CH2:19][C:20]([N:25]3[CH2:30][CH2:29][CH2:28][CH2:27][CH2:26]3)=[O:22])[CH:16]=[CH:17][CH:18]=2)[C:7](=[O:11])[C:8]=1[O:9][CH3:10], predict the reactants needed to synthesize it. The reactants are: [CH3:1][O:2][C:3]1[C:4](=[O:24])[C:5]([CH3:23])=[C:6]([CH2:12][C:13]2[CH:14]=[C:15]([CH2:19][C:20]([OH:22])=O)[CH:16]=[CH:17][CH:18]=2)[C:7](=[O:11])[C:8]=1[O:9][CH3:10].[NH:25]1[CH2:30][CH2:29][CH2:28][CH2:27][CH2:26]1.